From a dataset of NCI-60 drug combinations with 297,098 pairs across 59 cell lines. Regression. Given two drug SMILES strings and cell line genomic features, predict the synergy score measuring deviation from expected non-interaction effect. Drug 1: CCC1=CC2CC(C3=C(CN(C2)C1)C4=CC=CC=C4N3)(C5=C(C=C6C(=C5)C78CCN9C7C(C=CC9)(C(C(C8N6C)(C(=O)OC)O)OC(=O)C)CC)OC)C(=O)OC.C(C(C(=O)O)O)(C(=O)O)O. Drug 2: CC1=C(C(=O)C2=C(C1=O)N3CC4C(C3(C2COC(=O)N)OC)N4)N. Cell line: EKVX. Synergy scores: CSS=29.5, Synergy_ZIP=-0.0406, Synergy_Bliss=0.462, Synergy_Loewe=-6.99, Synergy_HSA=0.319.